This data is from Catalyst prediction with 721,799 reactions and 888 catalyst types from USPTO. The task is: Predict which catalyst facilitates the given reaction. (1) Reactant: [F:1][C:2]([F:16])([F:15])[C:3]1[CH:4]=[C:5]([N:9]2[CH:13]=[CH:12][C:11]([NH2:14])=[N:10]2)[CH:6]=[CH:7][CH:8]=1.N1C=CC=CC=1.[Cl:23][C:24]1[CH:25]=[CH:26][C:27]([N+:33]([O-:35])=[O:34])=[C:28]([CH:32]=1)[C:29](Cl)=[O:30]. Product: [Cl:23][C:24]1[CH:25]=[CH:26][C:27]([N+:33]([O-:35])=[O:34])=[C:28]([CH:32]=1)[C:29]([NH:14][C:11]1[CH:12]=[CH:13][N:9]([C:5]2[CH:6]=[CH:7][CH:8]=[C:3]([C:2]([F:1])([F:15])[F:16])[CH:4]=2)[N:10]=1)=[O:30]. The catalyst class is: 4. (2) Reactant: [C:1](OC(OCC)OCC)(=O)C.[CH2:12]([O:19][C:20]1[CH:29]=[C:28]2[C:23]([C:24]([NH:31][CH2:32][CH2:33][O:34][C:35]3[CH:40]=[CH:39][CH:38]=[CH:37][CH:36]=3)=[C:25]([NH2:30])[CH:26]=[N:27]2)=[CH:22][CH:21]=1)[C:13]1[CH:18]=[CH:17][CH:16]=[CH:15][CH:14]=1. Product: [CH2:12]([O:19][C:20]1[CH:21]=[CH:22][C:23]2[C:24]3[N:31]([CH2:32][CH2:33][O:34][C:35]4[CH:40]=[CH:39][CH:38]=[CH:37][CH:36]=4)[CH:1]=[N:30][C:25]=3[CH:26]=[N:27][C:28]=2[CH:29]=1)[C:13]1[CH:14]=[CH:15][CH:16]=[CH:17][CH:18]=1. The catalyst class is: 11. (3) Reactant: [NH2:1][C:2](=[O:38])[CH2:3][C:4]1([NH:18][C:19]([C:21]2[CH:26]=[CH:25][C:24]([CH:27]3[CH2:29][CH2:28]3)=[C:23]([CH2:30][C:31]3[CH:36]=[CH:35][C:34]([F:37])=[CH:33][CH:32]=3)[N:22]=2)=[O:20])[CH2:7][N:6](C(OCC2C=CC=CC=2)=O)[CH2:5]1. Product: [NH2:1][C:2](=[O:38])[CH2:3][C:4]1([NH:18][C:19]([C:21]2[CH:26]=[CH:25][C:24]([CH:27]3[CH2:29][CH2:28]3)=[C:23]([CH2:30][C:31]3[CH:32]=[CH:33][C:34]([F:37])=[CH:35][CH:36]=3)[N:22]=2)=[O:20])[CH2:5][NH:6][CH2:7]1. The catalyst class is: 45. (4) Reactant: [Br:1][C:2]1[CH:7]=[CH:6][C:5]([NH2:8])=[C:4]([CH2:9][CH3:10])[CH:3]=1.[N:11]([O-])=O.[Na+]. Product: [Br:1][C:2]1[CH:3]=[C:4]2[C:5](=[CH:6][CH:7]=1)[NH:8][N:11]=[C:9]2[CH3:10]. The catalyst class is: 52. (5) Reactant: [Br:1][C:2]1[CH:3]=[C:4]([CH:7]=[CH:8][C:9]=1[F:10])[CH:5]=O.CO[CH:13](OC)[CH2:14][NH2:15].S(=O)(=O)(O)O.O=P12OP3(OP(OP(O3)(O1)=O)(=O)O2)=O.[OH-].[Na+]. Product: [Br:1][C:2]1[CH:3]=[C:4]2[C:7]([CH:13]=[CH:14][N:15]=[CH:5]2)=[CH:8][C:9]=1[F:10]. The catalyst class is: 93.